This data is from Forward reaction prediction with 1.9M reactions from USPTO patents (1976-2016). The task is: Predict the product of the given reaction. (1) Given the reactants [Cl:1][C:2]1[C:11]2[C:6](=[CH:7][C:8]([Cl:12])=[CH:9][CH:10]=2)[N:5]=[CH:4][CH:3]=1.ClC1C=C(C=CC=1)C(OO)=[O:18].[OH-].[Ca+2].[OH-], predict the reaction product. The product is: [Cl:1][C:2]1[C:11]2[C:6](=[CH:7][C:8]([Cl:12])=[CH:9][CH:10]=2)[N+:5]([O-:18])=[CH:4][CH:3]=1. (2) Given the reactants [Na].[NH:2]1[CH:6]=[CH:5][CH:4]=[N:3]1.[CH2:7](Br)[CH2:8][C:9]1[CH:14]=[CH:13][CH:12]=[CH:11][CH:10]=1, predict the reaction product. The product is: [CH2:7]([N:2]1[CH:6]=[CH:5][CH:4]=[N:3]1)[CH2:8][C:9]1[CH:14]=[CH:13][CH:12]=[CH:11][CH:10]=1.